This data is from Reaction yield outcomes from USPTO patents with 853,638 reactions. The task is: Predict the reaction yield, written as a fraction of the theoretical maximum amount of product (1.0 means a 100% yield; for example, 0.34 means a 34% yield). The product is [NH2:1][C:2]1[N:3]=[CH:4][C:5]([C:6]([N:32]=[S:30]([C:33]2[CH:34]=[CH:35][C:36]([CH2:39][CH2:40][C:41]([O:43][CH3:44])=[O:42])=[CH:37][CH:38]=2)([CH3:29])=[O:31])=[O:8])=[CH:9][C:10]=1[C:11]#[C:12][C:13]1[CH:18]=[CH:17][CH:16]=[C:15]([NH:19][C:20]([C:22]2[N:23]([CH3:28])[N:24]=[C:25]([CH3:27])[CH:26]=2)=[O:21])[CH:14]=1. No catalyst specified. The reactants are [NH2:1][C:2]1[C:10]([C:11]#[C:12][C:13]2[CH:18]=[CH:17][CH:16]=[C:15]([NH:19][C:20]([C:22]3[N:23]([CH3:28])[N:24]=[C:25]([CH3:27])[CH:26]=3)=[O:21])[CH:14]=2)=[CH:9][C:5]([C:6]([OH:8])=O)=[CH:4][N:3]=1.[CH3:29][S:30]([C:33]1[CH:38]=[CH:37][C:36]([CH2:39][CH2:40][C:41]([O:43][CH3:44])=[O:42])=[CH:35][CH:34]=1)(=[NH:32])=[O:31]. The yield is 0.420.